From a dataset of Catalyst prediction with 721,799 reactions and 888 catalyst types from USPTO. Predict which catalyst facilitates the given reaction. Reactant: O=[C:2]([CH:8]1[C:17](=O)[C:16]2[C:11](=[CH:12][CH:13]=[CH:14][CH:15]=2)[O:10][CH2:9]1)[C:3]([O:5][CH2:6][CH3:7])=[O:4].[CH3:19][NH:20][NH2:21]. Product: [CH3:19][N:20]1[C:17]2[C:16]3[CH:15]=[CH:14][CH:13]=[CH:12][C:11]=3[O:10][CH2:9][C:8]=2[C:2]([C:3]([O:5][CH2:6][CH3:7])=[O:4])=[N:21]1. The catalyst class is: 15.